This data is from Full USPTO retrosynthesis dataset with 1.9M reactions from patents (1976-2016). The task is: Predict the reactants needed to synthesize the given product. (1) Given the product [Cl:3][C:4]1[CH:5]=[CH:6][C:7]([C:10]2[N:11]=[C:12]([N:15]([CH2:21][CH3:22])[C:16]([CH:18]3[CH2:19][CH2:20]3)=[O:17])[S:13][CH:14]=2)=[CH:8][CH:9]=1, predict the reactants needed to synthesize it. The reactants are: [H-].[Na+].[Cl:3][C:4]1[CH:9]=[CH:8][C:7]([C:10]2[N:11]=[C:12]([NH:15][C:16]([CH:18]3[CH2:20][CH2:19]3)=[O:17])[S:13][CH:14]=2)=[CH:6][CH:5]=1.[CH2:21](I)[CH3:22]. (2) Given the product [C:1]([O:5][C:6](=[O:31])[NH:7][C@H:8]([C:10]1[CH:15]=[CH:14][C:13]([C:16]2[NH:30][C:19](=[O:20])[O:18][N:17]=2)=[CH:12][CH:11]=1)[CH3:9])([CH3:4])([CH3:3])[CH3:2], predict the reactants needed to synthesize it. The reactants are: [C:1]([O:5][C:6](=[O:31])[NH:7][C@H:8]([C:10]1[CH:15]=[CH:14][C:13]([C:16]([NH2:30])=[N:17][O:18][C:19](OCC(CC)CCCC)=[O:20])=[CH:12][CH:11]=1)[CH3:9])([CH3:4])([CH3:3])[CH3:2]. (3) Given the product [Cl:14][C:15]1[C:20]([O:21][C:22]2[N:27]=[CH:26][C:25]([NH:28][C:11]([C:6]3[C:5]4[C:9](=[CH:10][C:2]([CH3:1])=[CH:3][CH:4]=4)[NH:8][CH:7]=3)=[O:13])=[CH:24][CH:23]=2)=[CH:19][CH:18]=[CH:17][N:16]=1, predict the reactants needed to synthesize it. The reactants are: [CH3:1][C:2]1[CH:10]=[C:9]2[C:5]([C:6]([C:11]([OH:13])=O)=[CH:7][NH:8]2)=[CH:4][CH:3]=1.[Cl:14][C:15]1[C:20]([O:21][C:22]2[N:27]=[CH:26][C:25]([NH2:28])=[CH:24][CH:23]=2)=[CH:19][CH:18]=[CH:17][N:16]=1.CN(C(ON1N=NC2C=CC=CC1=2)=[N+](C)C)C.F[P-](F)(F)(F)(F)F.C(N(CC)CC)C.